Dataset: Forward reaction prediction with 1.9M reactions from USPTO patents (1976-2016). Task: Predict the product of the given reaction. (1) Given the reactants [Cl:1][C:2]1[CH:3]=[CH:4][C:5]2[NH:11][C:10]3[CH:12]=[CH:13][CH:14]=[CH:15][C:9]=3[C:8]([N:16]3[CH2:21][CH2:20][NH:19][CH2:18][CH2:17]3)=[N:7][C:6]=2[CH:22]=1.Cl[C:24]([O:26][CH2:27][CH2:28][CH2:29][CH2:30][CH2:31][CH2:32][CH2:33][CH2:34][CH2:35][CH2:36][CH2:37][CH2:38][CH2:39][CH2:40][CH2:41][CH3:42])=[O:25], predict the reaction product. The product is: [CH2:27]([O:26][C:24]([N:19]1[CH2:20][CH2:21][N:16]([C:8]2[C:9]3[CH:15]=[CH:14][CH:13]=[CH:12][C:10]=3[NH:11][C:5]3[CH:4]=[CH:3][C:2]([Cl:1])=[CH:22][C:6]=3[N:7]=2)[CH2:17][CH2:18]1)=[O:25])[CH2:28][CH2:29][CH2:30][CH2:31][CH2:32][CH2:33][CH2:34][CH2:35][CH2:36][CH2:37][CH2:38][CH2:39][CH2:40][CH2:41][CH3:42]. (2) The product is: [F:20][C:15]1[CH:16]=[CH:17][CH:18]=[CH:19][C:14]=1[CH:13]1[CH2:9][N:10]([C:28]([O:27][C:23]([CH3:26])([CH3:25])[CH3:24])=[O:29])[C:11]([S:21][CH3:22])=[N:12]1. Given the reactants I.FC1C=CC=CC=1[C@H:9]1[C@@H:13]([C:14]2[CH:19]=[CH:18][CH:17]=[CH:16][C:15]=2[F:20])[NH:12][C:11]([S:21][CH3:22])=[N:10]1.[C:23]([O:27][C:28](O[C:28]([O:27][C:23]([CH3:26])([CH3:25])[CH3:24])=[O:29])=[O:29])([CH3:26])([CH3:25])[CH3:24].C(N(CC)CC)C, predict the reaction product. (3) The product is: [CH2:1]([O:8][C:9]([N:11]1[CH2:16][CH2:15][CH:14]([CH2:17][NH:18][C:21]2[C:30]3[C:25](=[N:26][CH:27]=[CH:28][N:29]=3)[N:24]=[CH:23][N:22]=2)[CH2:13][CH2:12]1)=[O:10])[C:2]1[CH:7]=[CH:6][CH:5]=[CH:4][CH:3]=1. Given the reactants [CH2:1]([O:8][C:9]([N:11]1[CH2:16][CH2:15][CH:14]([CH2:17][NH2:18])[CH2:13][CH2:12]1)=[O:10])[C:2]1[CH:7]=[CH:6][CH:5]=[CH:4][CH:3]=1.CS[C:21]1[C:30]2[C:25](=[N:26][CH:27]=[CH:28][N:29]=2)[N:24]=[CH:23][N:22]=1, predict the reaction product. (4) Given the reactants [NH2:1][C:2]1[CH:3]=[C:4]([CH:8]=[CH:9][C:10]=1[CH3:11])[C:5]([OH:7])=O.[CH:12]1([NH2:15])[CH2:14][CH2:13]1, predict the reaction product. The product is: [NH2:1][C:2]1[CH:3]=[C:4]([CH:8]=[CH:9][C:10]=1[CH3:11])[C:5]([NH:15][CH:12]1[CH2:14][CH2:13]1)=[O:7]. (5) The product is: [O:1]1[C:5]2[CH:6]=[CH:7][C:8](/[C:10](=[CH:21]\[CH:22]=[CH:23]/[C:19]([O:18][CH3:17])=[O:20])/[C:11]([O:13][CH3:14])=[O:12])=[CH:9][C:4]=2[O:3][CH2:2]1. Given the reactants [O:1]1[C:5]2[CH:6]=[CH:7][C:8]([C:10](=[N+]=[N-])[C:11]([O:13][CH3:14])=[O:12])=[CH:9][C:4]=2[O:3][CH2:2]1.[CH3:17][O:18][C:19]1[O:20][CH:21]=[CH:22][CH:23]=1, predict the reaction product. (6) The product is: [Br:10][C:8]1[O:7][C:6]([CH2:11][NH:12][CH2:13][C:14]2[CH:19]=[CH:18][C:17]([O:20][CH3:21])=[CH:16][CH:15]=2)=[C:5]([C:3]([OH:4])=[O:2])[CH:9]=1. Given the reactants C[O:2][C:3]([C:5]1[CH:9]=[C:8]([Br:10])[O:7][C:6]=1[CH2:11][NH:12][CH2:13][C:14]1[CH:19]=[CH:18][C:17]([O:20][CH3:21])=[CH:16][CH:15]=1)=[O:4].[Li+].[OH-].C1COCC1, predict the reaction product. (7) Given the reactants [ClH:1].CCOC(C)=O.[CH3:8][C:9]1[N:10]([NH:37][C:38](=[O:45])[C:39]2[CH:44]=[CH:43][N:42]=[CH:41][CH:40]=2)[C:11]([C:31]2[CH:36]=[CH:35][CH:34]=[CH:33][CH:32]=2)=[CH:12][C:13]=1[CH2:14][N:15]1[CH2:20][CH2:19][N:18]([C:21]2[CH:26]=[CH:25][CH:24]=[C:23]([C:27]([F:30])([F:29])[F:28])[CH:22]=2)[CH2:17][CH2:16]1.Cl, predict the reaction product. The product is: [ClH:1].[CH3:8][C:9]1[N:10]([NH:37][C:38](=[O:45])[C:39]2[CH:44]=[CH:43][N:42]=[CH:41][CH:40]=2)[C:11]([C:31]2[CH:36]=[CH:35][CH:34]=[CH:33][CH:32]=2)=[CH:12][C:13]=1[CH2:14][N:15]1[CH2:20][CH2:19][N:18]([C:21]2[CH:26]=[CH:25][CH:24]=[C:23]([C:27]([F:30])([F:28])[F:29])[CH:22]=2)[CH2:17][CH2:16]1. (8) Given the reactants N#N.[C:3]([O:7][C:8]([NH:10][CH:11]([CH2:15][C:16]1[CH:21]=[CH:20][C:19]([C:22]([F:25])([F:24])[F:23])=[C:18]([F:26])[CH:17]=1)[C:12](O)=O)=[O:9])([CH3:6])([CH3:5])[CH3:4].C(N1CCOCC1)C.CN(C(O[N:43]1N=[N:50][C:45]2[CH:46]=[CH:47][CH:48]=[CH:49][C:44]1=2)=[N+](C)C)C.[B-](F)(F)(F)F.C1(N)C(N)=CC=CC=1, predict the reaction product. The product is: [NH:43]1[C:44]2[CH:49]=[CH:48][CH:47]=[CH:46][C:45]=2[N:50]=[C:12]1[CH:11]([NH:10][C:8](=[O:9])[O:7][C:3]([CH3:6])([CH3:5])[CH3:4])[CH2:15][C:16]1[CH:21]=[CH:20][C:19]([C:22]([F:25])([F:24])[F:23])=[C:18]([F:26])[CH:17]=1. (9) Given the reactants [F:1][C:2]1[CH:3]=[CH:4][C:5]([C:8]2[N:12]=[C:11]([C:13]3[CH:18]=[C:17]([N+:19]([O-])=O)[CH:16]=[C:15]([C:22]#[N:23])[CH:14]=3)[O:10][N:9]=2)=[N:6][CH:7]=1.O.O.[Sn](Cl)Cl.ClCCl, predict the reaction product. The product is: [F:1][C:2]1[CH:3]=[CH:4][C:5]([C:8]2[N:12]=[C:11]([C:13]3[CH:14]=[C:15]([C:22]#[N:23])[CH:16]=[C:17]([NH2:19])[CH:18]=3)[O:10][N:9]=2)=[N:6][CH:7]=1. (10) The product is: [OH:4][C:5]1[C:6]([N+:7]([O-:9])=[O:8])=[CH:39][N:38]([CH3:41])[C:36]=1[C:10]([O:14][CH2:15][CH3:16])=[O:11]. Given the reactants C([O:4][CH2:5][CH2:6][N+:7]([O-:9])=[O:8])(=O)C.[CH:10](OCC)([O:14][CH2:15][CH3:16])[O:11]CC.C(OC(=O)C)(=O)C.Cl.N(CC(OCC)=O)C.[CH2:36]([N:38]([CH2:41]C)[CH2:39]C)C.[O-]CC.[Na+], predict the reaction product.